Dataset: Reaction yield outcomes from USPTO patents with 853,638 reactions. Task: Predict the reaction yield, written as a fraction of the theoretical maximum amount of product (1.0 means a 100% yield; for example, 0.34 means a 34% yield). The reactants are [CH2:1]([N:8]1[CH2:13][CH2:12][N:11]([C:14]2[CH:19]=[CH:18][C:17]([N+:20]([O-])=O)=[C:16]([CH2:23][S:24]([C:27]3[CH:32]=[CH:31][CH:30]=[CH:29][CH:28]=3)(=[O:26])=[O:25])[CH:15]=2)[CH2:10][CH2:9]1)[C:2]1[CH:7]=[CH:6][CH:5]=[CH:4][CH:3]=1.[Sn].C([O-])(O)=O.[Na+].CCOCC. The catalyst is CO.Cl. The product is [CH2:1]([N:8]1[CH2:13][CH2:12][N:11]([C:14]2[CH:19]=[CH:18][C:17]([NH2:20])=[C:16]([CH2:23][S:24]([C:27]3[CH:32]=[CH:31][CH:30]=[CH:29][CH:28]=3)(=[O:26])=[O:25])[CH:15]=2)[CH2:10][CH2:9]1)[C:2]1[CH:3]=[CH:4][CH:5]=[CH:6][CH:7]=1. The yield is 0.970.